Task: Predict the product of the given reaction.. Dataset: Forward reaction prediction with 1.9M reactions from USPTO patents (1976-2016) Given the reactants C([O-])=O.[Na+].[C:5]([C:8]1[CH:13]=[CH:12][CH:11]=[CH:10][CH:9]=1)(=[O:7])[CH3:6], predict the reaction product. The product is: [C:8]1([C@@H:5]([OH:7])[CH3:6])[CH:13]=[CH:12][CH:11]=[CH:10][CH:9]=1.